From a dataset of Full USPTO retrosynthesis dataset with 1.9M reactions from patents (1976-2016). Predict the reactants needed to synthesize the given product. (1) Given the product [CH:1]1([N:6]2[CH2:12][C:11]3([CH2:13][CH2:14]3)[C:10](=[O:15])[N:9]([CH3:16])[C:8]3[CH:17]=[N:18][C:19]([NH:21][C:22]4[CH:30]=[CH:29][C:25]([C:26]([NH:78][C@H:75]5[CH2:74][CH2:73][C@H:72]([N:69]6[CH2:68][CH2:67][N:66]([CH2:64][CH3:65])[CH2:71][CH2:70]6)[CH2:77][CH2:76]5)=[O:28])=[CH:24][C:23]=4[O:31][CH3:32])=[N:20][C:7]2=3)[CH2:5][CH2:4][CH2:3][CH2:2]1, predict the reactants needed to synthesize it. The reactants are: [CH:1]1([N:6]2[CH2:12][C:11]3([CH2:14][CH2:13]3)[C:10](=[O:15])[N:9]([CH3:16])[C:8]3[CH:17]=[N:18][C:19]([NH:21][C:22]4[CH:30]=[CH:29][C:25]([C:26]([OH:28])=O)=[CH:24][C:23]=4[O:31][CH3:32])=[N:20][C:7]2=3)[CH2:5][CH2:4][CH2:3][CH2:2]1.CCN(C(C)C)C(C)C.CN(C(ON1N=NC2C=CC=CC1=2)=[N+](C)C)C.[B-](F)(F)(F)F.[CH2:64]([N:66]1[CH2:71][CH2:70][N:69]([CH:72]2[CH2:77][CH2:76][CH:75]([NH2:78])[CH2:74][CH2:73]2)[CH2:68][CH2:67]1)[CH3:65]. (2) The reactants are: [NH:1]1[CH2:6][CH2:5][CH2:4][C@@H:3]([NH:7][C:8]([C:10]2[C:14]3[N:15]=[CH:16][N:17]=[C:18]([C:19]4[C:27]5[O:26][CH2:25][O:24][C:23]=5[CH:22]=[CH:21][C:20]=4[O:28][CH2:29][CH:30]4[CH2:32][CH2:31]4)[C:13]=3[NH:12][CH:11]=2)=[O:9])[CH2:2]1.Cl[C:34]([C@@H:36]([O:38]C(=O)C)[CH3:37])=[O:35]. Given the product [OH:38][C@@H:36]([CH3:37])[C:34]([N:1]1[CH2:6][CH2:5][CH2:4][C@@H:3]([NH:7][C:8]([C:10]2[C:14]3[N:15]=[CH:16][N:17]=[C:18]([C:19]4[C:27]5[O:26][CH2:25][O:24][C:23]=5[CH:22]=[CH:21][C:20]=4[O:28][CH2:29][CH:30]4[CH2:31][CH2:32]4)[C:13]=3[NH:12][CH:11]=2)=[O:9])[CH2:2]1)=[O:35], predict the reactants needed to synthesize it. (3) The reactants are: [F:1][C:2]1[CH:30]=[CH:29][C:5]([CH2:6][N:7]2[CH2:16][CH2:15][C:14]3[C:9](=[C:10]([O:26]C)[C:11](=[O:25])[N:12]4[CH2:22][CH2:21][CH2:20][CH2:19][N:18]([CH3:23])[C:17](=[O:24])[C:13]4=3)[C:8]2=[O:28])=[CH:4][CH:3]=1. Given the product [F:1][C:2]1[CH:3]=[CH:4][C:5]([CH2:6][N:7]2[CH2:16][CH2:15][C:14]3[C:9](=[C:10]([OH:26])[C:11](=[O:25])[N:12]4[CH2:22][CH2:21][CH2:20][CH2:19][N:18]([CH3:23])[C:17](=[O:24])[C:13]4=3)[C:8]2=[O:28])=[CH:29][CH:30]=1, predict the reactants needed to synthesize it.